Dataset: Full USPTO retrosynthesis dataset with 1.9M reactions from patents (1976-2016). Task: Predict the reactants needed to synthesize the given product. (1) Given the product [CH2:34]([O:3][C:4]1[C:5]([Br:1])=[CH:6][C:7]([O:20][CH3:21])=[C:8]([CH3:19])[C:9]=1[C:10]([O:12][C:13]1[CH:18]=[CH:17][CH:16]=[CH:15][CH:14]=1)=[O:11])[C:31]1[CH:32]=[CH:33][CH:28]=[CH:29][CH:30]=1, predict the reactants needed to synthesize it. The reactants are: [Br:1]Br.[OH:3][C:4]1[C:9]([C:10]([O:12][C:13]2[CH:18]=[CH:17][CH:16]=[CH:15][CH:14]=2)=[O:11])=[C:8]([CH3:19])[C:7]([O:20][CH3:21])=[CH:6][CH:5]=1.C([O-])([O-])=O.[K+].[K+].[CH:28]1[CH:33]=[CH:32][C:31]([CH2:34]Br)=[CH:30][CH:29]=1. (2) Given the product [OH:21][CH2:20][CH2:19][O:18][CH2:17][CH2:16][O:1][C:2]1[CH:7]=[CH:6][C:5]([C:8](=[O:12])[CH2:9][CH2:10][CH3:11])=[CH:4][C:3]=1[O:13][CH3:14], predict the reactants needed to synthesize it. The reactants are: [OH:1][C:2]1[CH:7]=[CH:6][C:5]([C:8](=[O:12])[CH2:9][CH2:10][CH3:11])=[CH:4][C:3]=1[O:13][CH3:14].Cl[CH2:16][CH2:17][O:18][CH2:19][CH2:20][OH:21].C([O-])([O-])=O.[Cs+].[Cs+].CN(C=O)C. (3) Given the product [O:20]([C:21]1[CH:22]=[N:23][CH:24]=[C:25]([C:4]2[CH:5]=[CH:6][C:7]([O:9][CH3:10])=[CH:8][C:3]=2[O:2][CH3:1])[CH:26]=1)[C@@H:19]1[S:28][CH2:29][C@@H:30]([OH:36])[C@H:31]([OH:32])[C@H:18]1[OH:17], predict the reactants needed to synthesize it. The reactants are: [CH3:1][O:2][C:3]1[CH:8]=[C:7]([O:9][CH3:10])[CH:6]=[CH:5][C:4]=1B(O)O.C([O:17][C@@H:18]1[C@@H:31]([O:32]C(=O)C)[C@H:30]([O:36]C(=O)C)[CH2:29][S:28][C@H:19]1[O:20][C:21]1[CH:22]=[N:23][CH:24]=[C:25](Br)[CH:26]=1)(=O)C. (4) Given the product [CH2:1]([CH:5]([CH2:9][CH2:10][CH2:11][CH2:12][CH2:13][CH3:14])[C:6]([O:8][CH3:17])=[O:7])[CH2:2][CH2:3][CH3:4], predict the reactants needed to synthesize it. The reactants are: [CH2:1]([CH:5]([CH2:9][CH2:10][CH2:11][CH2:12][CH2:13][CH3:14])[C:6]([OH:8])=[O:7])[CH2:2][CH2:3][CH3:4].CO.[C:17](Cl)(=O)C. (5) Given the product [O:1]1[CH:5]=[CH:4][CH:3]=[C:2]1[C:6]1[S:17][C:16]([NH:18][CH:26]=[O:27])=[N:15][C:7]=1[C:9]1[CH:14]=[CH:13][CH:12]=[CH:11][CH:10]=1, predict the reactants needed to synthesize it. The reactants are: [O:1]1[CH:5]=[CH:4][CH:3]=[C:2]1[CH2:6][C:7]([C:9]1[CH:14]=[CH:13][CH:12]=[CH:11][CH:10]=1)=O.[NH2:15][C:16]([NH2:18])=[S:17].II.[NH4+].[OH-].CN([CH:26]=[O:27])C.